The task is: Regression. Given two drug SMILES strings and cell line genomic features, predict the synergy score measuring deviation from expected non-interaction effect.. This data is from NCI-60 drug combinations with 297,098 pairs across 59 cell lines. (1) Drug 1: C1=NC2=C(N1)C(=S)N=C(N2)N. Drug 2: C1CN(CCN1C(=O)CCBr)C(=O)CCBr. Cell line: OVCAR-5. Synergy scores: CSS=30.9, Synergy_ZIP=-6.46, Synergy_Bliss=-6.72, Synergy_Loewe=-14.6, Synergy_HSA=-5.35. (2) Drug 1: C1CC(C1)(C(=O)O)C(=O)O.[NH2-].[NH2-].[Pt+2]. Drug 2: CC1=C2C(C(=O)C3(C(CC4C(C3C(C(C2(C)C)(CC1OC(=O)C(C(C5=CC=CC=C5)NC(=O)OC(C)(C)C)O)O)OC(=O)C6=CC=CC=C6)(CO4)OC(=O)C)O)C)O. Cell line: OVCAR-5. Synergy scores: CSS=8.16, Synergy_ZIP=-6.24, Synergy_Bliss=-11.8, Synergy_Loewe=-16.0, Synergy_HSA=-14.4.